This data is from Reaction yield outcomes from USPTO patents with 853,638 reactions. The task is: Predict the reaction yield, written as a fraction of the theoretical maximum amount of product (1.0 means a 100% yield; for example, 0.34 means a 34% yield). (1) The reactants are [CH2:1]1[CH:9]2[CH:4]([CH2:5][CH:6]=[CH:7][CH2:8]2)[CH2:3][NH:2]1.C(N(CC)CC)C.Cl[C:18]([O:20][CH2:21][C:22]1[CH:27]=[CH:26][CH:25]=[CH:24][CH:23]=1)=[O:19].O. The catalyst is ClCCl. The product is [CH2:1]1[CH:9]2[CH:4]([CH2:5][CH:6]=[CH:7][CH2:8]2)[CH2:3][N:2]1[C:18]([O:20][CH2:21][C:22]1[CH:27]=[CH:26][CH:25]=[CH:24][CH:23]=1)=[O:19]. The yield is 0.537. (2) The catalyst is CS(C)=O. The product is [CH:32]12[CH2:37][CH:35]([CH2:36]1)[CH2:34][N:33]2[C:11]1[N:10]=[C:9]([C:17]2[CH:18]=[N:19][C:20]([NH2:23])=[N:21][CH:22]=2)[CH:8]=[C:7]([N:5]2[CH2:6][C@@H:1]3[CH2:24][C@H:4]2[CH2:3][O:2]3)[N:12]=1. The reactants are [C@H:1]12[CH2:24][C@H:4]([N:5]([C:7]3[N:12]=[C:11](S(C)(=O)=O)[N:10]=[C:9]([C:17]4[CH:18]=[N:19][C:20]([NH2:23])=[N:21][CH:22]=4)[CH:8]=3)[CH2:6]1)[CH2:3][O:2]2.C(=O)([O-])[O-].[K+].[K+].Cl.[CH:32]12[CH2:37][CH:35]([CH2:36]1)[CH2:34][NH:33]2. The yield is 0.570. (3) The reactants are [CH:1]1([C:4]2[CH:5]=[CH:6][C:7](I)=[N:8][CH:9]=2)[CH2:3][CH2:2]1.Br[C:12]([F:19])([F:18])[C:13]([O:15][CH2:16][CH3:17])=[O:14].[Cl-].[NH4+]. The catalyst is CS(C)=O.[Cu]. The product is [CH:1]1([C:4]2[CH:5]=[CH:6][C:7]([C:12]([F:19])([F:18])[C:13]([O:15][CH2:16][CH3:17])=[O:14])=[N:8][CH:9]=2)[CH2:3][CH2:2]1. The yield is 0.850. (4) The reactants are COC(=O)O[CH2:5][C:6]1[CH:7]=[C:8]([C:16]2[CH:21]=[CH:20][CH:19]=[C:18]([Cl:22])[CH:17]=2)[C:9]([O:12][CH:13]([F:15])[F:14])=[CH:10][CH:11]=1.[CH3:24][O:25][C:26]([C:28]1[CH:33]=[CH:32][C:31](B2OC(C)(C)C(C)(C)O2)=[CH:30][N:29]=1)=[O:27].C(=O)([O-])[O-].[K+].[K+].C1(P(C2C=CC=CC=2)CCCCCP(C2C=CC=CC=2)C2C=CC=CC=2)C=CC=CC=1. The catalyst is [CH2-]C=C.[CH2-]C=C.Cl[Pd+].Cl[Pd+].C(OCC)(=O)C.O.CN(C=O)C. The product is [CH3:24][O:25][C:26]([C:28]1[CH:33]=[CH:32][C:31]([CH2:5][C:6]2[CH:7]=[C:8]([C:16]3[CH:21]=[CH:20][CH:19]=[C:18]([Cl:22])[CH:17]=3)[C:9]([O:12][CH:13]([F:14])[F:15])=[CH:10][CH:11]=2)=[CH:30][N:29]=1)=[O:27]. The yield is 0.560. (5) The reactants are [Cl:1][C:2]1[CH:24]=[CH:23][C:5]([CH2:6][N:7]2[C:12](=[O:13])[CH:11]=[CH:10][C:9]([C:14]3[CH:19]=[CH:18][C:17]([CH2:20][C:21]#[N:22])=[CH:16][CH:15]=3)=[CH:8]2)=[CH:4][CH:3]=1.C([Sn](=O)CCCC)CCC.[N:35]([Si](C)(C)C)=[N+:36]=[N-:37]. The catalyst is C1(C)C=CC=CC=1. The product is [N:22]1[NH:35][N:36]=[N:37][C:21]=1[CH2:20][C:17]1[CH:18]=[CH:19][C:14]([C:9]2[CH:10]=[CH:11][C:12](=[O:13])[N:7]([CH2:6][C:5]3[CH:23]=[CH:24][C:2]([Cl:1])=[CH:3][CH:4]=3)[CH:8]=2)=[CH:15][CH:16]=1. The yield is 0.390. (6) The reactants are Cl[C:2]1[C:7]([N+:8]([O-:10])=[O:9])=[CH:6][CH:5]=[C:4]([O:11][CH3:12])[N:3]=1.[C:13]([O:17][C:18](=[O:25])[NH:19][CH2:20][C@@H:21]([OH:24])[CH2:22][NH2:23])([CH3:16])([CH3:15])[CH3:14]. No catalyst specified. The product is [C:13]([O:17][C:18](=[O:25])[NH:19][CH2:20][C@@H:21]([OH:24])[CH2:22][NH:23][C:2]1[C:7]([N+:8]([O-:10])=[O:9])=[CH:6][CH:5]=[C:4]([O:11][CH3:12])[N:3]=1)([CH3:16])([CH3:14])[CH3:15]. The yield is 0.860. (7) The reactants are [F:1][C:2]([F:35])([F:34])[C:3]1[CH:4]=[C:5]([CH:27]=[C:28]([C:30]([F:33])([F:32])[F:31])[CH:29]=1)[CH2:6][N:7]1[CH2:14][CH2:13][CH2:12][O:11][C:10]2[N:15]=[C:16](Cl)[CH:17]=[C:18]([C:19]3[CH:24]=[CH:23][CH:22]=[CH:21][CH:20]=3)[C:9]=2[C:8]1=[O:26].C(OC([NH:43][CH:44]1[CH2:49][CH2:48][NH:47][CH2:46][CH2:45]1)=O)(C)(C)C.O.Cl. The catalyst is C(OCC)(=O)C. The product is [NH2:43][CH:44]1[CH2:49][CH2:48][N:47]([C:16]2[CH:17]=[C:18]([C:19]3[CH:24]=[CH:23][CH:22]=[CH:21][CH:20]=3)[C:9]3[C:8](=[O:26])[N:7]([CH2:6][C:5]4[CH:4]=[C:3]([C:2]([F:35])([F:34])[F:1])[CH:29]=[C:28]([C:30]([F:33])([F:32])[F:31])[CH:27]=4)[CH2:14][CH2:13][CH2:12][O:11][C:10]=3[N:15]=2)[CH2:46][CH2:45]1. The yield is 0.780. (8) The reactants are [CH:1]1[C:6]([N+]([O-])=O)=[CH:5][CH:4]=[C:3]([Cl-]C([O-])=O)[CH:2]=1.Cl.[Cl:15][C:16]1[C:23]([F:24])=[CH:22][CH:21]=[CH:20][C:17]=1[CH2:18][NH2:19].CCN(C(C)C)C(C)C.[OH:34][CH2:35][C@@H:36]([NH:51][CH3:52])[CH2:37][CH2:38][CH2:39][N:40]1[C:48](=[O:49])C2C(=CC=CC=2)[C:41]1=[O:50].C1C[O:56][CH2:55]C1. No catalyst specified. The product is [Cl:15][C:16]1[C:23]([F:24])=[CH:22][CH:21]=[CH:20][C:17]=1[CH2:18][NH:19][C:55](=[O:56])[N:51]([C@@H:36]([CH2:37][CH2:38][CH2:39][N:40]1[C:41](=[O:50])[C:6]2[C:1](=[CH:2][CH:3]=[CH:4][CH:5]=2)[C:48]1=[O:49])[CH2:35][OH:34])[CH3:52]. The yield is 0.470. (9) The product is [NH2:12][CH2:11][CH2:10][NH:13][C:2]1[N:3]=[CH:4][C:5]([C:8]#[N:9])=[CH:6][CH:7]=1. The reactants are Cl[C:2]1[CH:7]=[CH:6][C:5]([C:8]#[N:9])=[CH:4][N:3]=1.[CH2:10]([NH2:13])[CH2:11][NH2:12]. The catalyst is C(#N)C. The yield is 0.780. (10) The reactants are [Li].[C:2]([O:6][C:7]([N:9]1[CH2:14][CH2:13][CH:12]([N:15]2[CH:19]=[C:18]([N+:20]([O-:22])=[O:21])[C:17]([C:23](O)=[O:24])=[N:16]2)[CH2:11][CH2:10]1)=[O:8])([CH3:5])([CH3:4])[CH3:3].CN(C(ON1N=NC2C=CC=NC1=2)=[N+](C)C)C.F[P-](F)(F)(F)(F)F.C(N(C(C)C)C(C)C)C.[CH3:59][O:60][C:61]([C:63]1[CH:68]=[CH:67][CH:66]=[C:65]([C:69]2[CH:70]=[N:71][N:72]([CH2:74][CH2:75][CH2:76][CH2:77][CH2:78][CH2:79][NH2:80])[CH:73]=2)[N:64]=1)=[O:62]. The catalyst is CN(C=O)C. The product is [CH3:59][O:60][C:61]([C:63]1[CH:68]=[CH:67][CH:66]=[C:65]([C:69]2[CH:70]=[N:71][N:72]([CH2:74][CH2:75][CH2:76][CH2:77][CH2:78][CH2:79][NH:80][C:23]([C:17]3[C:18]([N+:20]([O-:22])=[O:21])=[CH:19][N:15]([CH:12]4[CH2:13][CH2:14][N:9]([C:7]([O:6][C:2]([CH3:5])([CH3:3])[CH3:4])=[O:8])[CH2:10][CH2:11]4)[N:16]=3)=[O:24])[CH:73]=2)[N:64]=1)=[O:62]. The yield is 0.230.